From a dataset of Full USPTO retrosynthesis dataset with 1.9M reactions from patents (1976-2016). Predict the reactants needed to synthesize the given product. (1) Given the product [NH2:13][C:14]1[C:15]2[N:16]([C:20]([CH:27]3[CH2:28][CH2:29][CH2:30]3)=[N:21][C:22]=2[C:23]([NH:7][C:2]2[CH:3]=[CH:4][CH:5]=[CH:6][C:1]=2[NH2:8])=[O:24])[CH:17]=[CH:18][N:19]=1, predict the reactants needed to synthesize it. The reactants are: [C:1]1([NH2:8])[CH:6]=[CH:5][CH:4]=[CH:3][C:2]=1[NH2:7].C[Al](C)C.[NH2:13][C:14]1[C:15]2[N:16]([C:20]([CH:27]3[CH2:30][CH2:29][CH2:28]3)=[N:21][C:22]=2[C:23](OC)=[O:24])[CH:17]=[CH:18][N:19]=1. (2) The reactants are: [Cl:1][C:2]1[N:7]=[C:6](Cl)[C:5]([F:9])=[CH:4][N:3]=1.[CH3:10][C:11]1[CH:17]=[CH:16][C:15]([C:18]([CH3:21])([CH3:20])[CH3:19])=[CH:14][C:12]=1[NH2:13].C(N(C(C)C)CC)(C)C. Given the product [C:18]([C:15]1[CH:16]=[CH:17][C:11]([CH3:10])=[C:12]([NH:13][C:6]2[C:5]([F:9])=[CH:4][N:3]=[C:2]([Cl:1])[N:7]=2)[CH:14]=1)([CH3:21])([CH3:20])[CH3:19], predict the reactants needed to synthesize it. (3) Given the product [OH:5][C:4]1[C:20]([C:21](=[O:25])[CH:22]([CH3:23])[CH3:24])=[CH:19][N:18]=[C:7]2[S:8][C:9]([C:12]3[CH:13]=[CH:14][CH:15]=[CH:16][CH:17]=3)=[C:10]([CH3:11])[C:6]=12, predict the reactants needed to synthesize it. The reactants are: C(O[C:4]([C:6]1[C:10]([CH3:11])=[C:9]([C:12]2[CH:17]=[CH:16][CH:15]=[CH:14][CH:13]=2)[S:8][C:7]=1[NH:18][CH:19]=[CH:20][C:21](=[O:25])[CH:22]([CH3:24])[CH3:23])=[O:5])C.C1(OC2C=CC=CC=2)C=CC=CC=1.